Dataset: Full USPTO retrosynthesis dataset with 1.9M reactions from patents (1976-2016). Task: Predict the reactants needed to synthesize the given product. Given the product [CH3:1][O:2][C:3](=[O:12])[C:4]1[CH:9]=[CH:8][C:7]([N:15]([CH3:16])[CH3:14])=[CH:6][C:5]=1[Cl:11], predict the reactants needed to synthesize it. The reactants are: [CH3:1][O:2][C:3](=[O:12])[C:4]1[CH:9]=[CH:8][C:7](F)=[CH:6][C:5]=1[Cl:11].Cl.[CH3:14][NH:15][CH3:16].C(=O)([O-])[O-].[K+].[K+].